Predict the product of the given reaction. From a dataset of Forward reaction prediction with 1.9M reactions from USPTO patents (1976-2016). (1) Given the reactants [CH:1]([N:4]([CH3:26])[C:5]1[CH:10]=[C:9]([C:11]2[O:15][N:14]=[C:13]([C:16]3[CH:21]=[C:20]([CH3:22])[C:19]([OH:23])=[C:18]([CH3:24])[CH:17]=3)[N:12]=2)[CH:8]=[C:7]([CH3:25])[N:6]=1)([CH3:3])[CH3:2].Cl[CH2:28][C@@H:29]([OH:32])[CH2:30][OH:31], predict the reaction product. The product is: [CH:1]([N:4]([CH3:26])[C:5]1[CH:10]=[C:9]([C:11]2[O:15][N:14]=[C:13]([C:16]3[CH:21]=[C:20]([CH3:22])[C:19]([O:23][CH2:28][C@@H:29]([OH:32])[CH2:30][OH:31])=[C:18]([CH3:24])[CH:17]=3)[N:12]=2)[CH:8]=[C:7]([CH3:25])[N:6]=1)([CH3:3])[CH3:2]. (2) Given the reactants [F:1][C@H:2]1[C@@H:7]([O:8][C:9]2[CH:16]=[CH:15][C:14]([C:17]3[N:22]=[C:21]([NH:23][C:24]4[CH:29]=[CH:28][C:27]([N:30]5[CH2:35][CH2:34][N:33]([CH:36]6[CH2:39][O:38][CH2:37]6)[CH2:32][CH2:31]5)=[CH:26][CH:25]=4)[N:20]=[CH:19][N:18]=3)=[CH:13][C:10]=2[C:11]#[N:12])[CH2:6][CH2:5][NH:4][CH2:3]1.[CH3:40][N:41]1[C:45](=[O:46])[CH2:44][CH2:43][C@H:42]1[C:47](O)=[O:48].CN(C(ON1N=NC2C=CC=NC1=2)=[N+](C)C)C.F[P-](F)(F)(F)(F)F, predict the reaction product. The product is: [F:1][C@H:2]1[C@@H:7]([O:8][C:9]2[CH:16]=[CH:15][C:14]([C:17]3[N:22]=[C:21]([NH:23][C:24]4[CH:29]=[CH:28][C:27]([N:30]5[CH2:31][CH2:32][N:33]([CH:36]6[CH2:39][O:38][CH2:37]6)[CH2:34][CH2:35]5)=[CH:26][CH:25]=4)[N:20]=[CH:19][N:18]=3)=[CH:13][C:10]=2[C:11]#[N:12])[CH2:6][CH2:5][N:4]([C:47]([C@@H:42]2[CH2:43][CH2:44][C:45](=[O:46])[N:41]2[CH3:40])=[O:48])[CH2:3]1. (3) Given the reactants [CH2:1]([C:3]1[CH:8]=[CH:7][C:6]([CH:9]2[CH2:14][NH:13][CH2:12][CH:11]([C:15]([NH:17][C:18]3[CH:23]=[CH:22][CH:21]=[CH:20][CH:19]=3)=[O:16])[CH2:10]2)=[CH:5][CH:4]=1)[CH3:2].[O:24]1[CH2:28][CH2:27][CH2:26][CH:25]1[C:29](O)=[O:30], predict the reaction product. The product is: [CH2:1]([C:3]1[CH:4]=[CH:5][C:6]([CH:9]2[CH2:14][N:13]([C:29]([CH:25]3[CH2:26][CH2:27][CH2:28][O:24]3)=[O:30])[CH2:12][CH:11]([C:15]([NH:17][C:18]3[CH:19]=[CH:20][CH:21]=[CH:22][CH:23]=3)=[O:16])[CH2:10]2)=[CH:7][CH:8]=1)[CH3:2]. (4) Given the reactants Br[C:2]1[C:3]([O:24][CH3:25])=[C:4]([C:8]2[N:12]=[C:11]([C:13]3[CH:18]=[CH:17][C:16]([O:19][CH:20]([CH3:22])[CH3:21])=[C:15]([Cl:23])[CH:14]=3)[O:10][N:9]=2)[CH:5]=[CH:6][CH:7]=1.CC1C=CC=CC=1P(C1C=CC=CC=1C)C1C=CC=CC=1C.Br[Zn][CH2:50][CH2:51][CH2:52][C:53]([O:55][CH2:56][CH3:57])=[O:54], predict the reaction product. The product is: [Cl:23][C:15]1[CH:14]=[C:13]([C:11]2[O:10][N:9]=[C:8]([C:4]3[C:3]([O:24][CH3:25])=[C:2]([CH2:50][CH2:51][CH2:52][C:53]([O:55][CH2:56][CH3:57])=[O:54])[CH:7]=[CH:6][CH:5]=3)[N:12]=2)[CH:18]=[CH:17][C:16]=1[O:19][CH:20]([CH3:22])[CH3:21]. (5) Given the reactants [Br:1][CH2:2][CH2:3][CH2:4]Br.[NH:6]1[CH2:10][CH2:9][CH2:8][CH2:7]1, predict the reaction product. The product is: [Br-:1].[CH2:2]1[N+:6]2([CH2:10][CH2:9][CH2:8][CH2:7]2)[CH2:4][CH2:3]1. (6) Given the reactants [N+:1]([C:4]1[CH:9]=[CH:8][C:7]([NH:10][CH:11]2[CH2:16][CH2:15][N:14]([C:17](=O)[CH2:18][CH2:19][N:20]3[CH2:25][CH2:24][CH:23]([O:26][CH2:27][C:28]4[CH:33]=[CH:32][C:31]([C:34]([F:37])([F:36])[F:35])=[CH:30][CH:29]=4)[CH2:22][CH2:21]3)[CH2:13][CH2:12]2)=[CH:6][C:5]=1[C:39]([F:42])([F:41])[F:40])([O-:3])=[O:2].COC1C=CC(P2(SP(C3C=CC(OC)=CC=3)(=S)S2)=[S:52])=CC=1, predict the reaction product. The product is: [N+:1]([C:4]1[CH:9]=[CH:8][C:7]([NH:10][CH:11]2[CH2:16][CH2:15][N:14]([C:17](=[S:52])[CH2:18][CH2:19][N:20]3[CH2:25][CH2:24][CH:23]([O:26][CH2:27][C:28]4[CH:33]=[CH:32][C:31]([C:34]([F:37])([F:36])[F:35])=[CH:30][CH:29]=4)[CH2:22][CH2:21]3)[CH2:13][CH2:12]2)=[CH:6][C:5]=1[C:39]([F:42])([F:41])[F:40])([O-:3])=[O:2]. (7) The product is: [Cl:1][C:2]1[C:28]([F:29])=[CH:27][CH:26]=[C:25]([F:30])[C:3]=1[CH2:4][N:5]1[C:10](=[O:11])[CH2:9][NH:8][C:7]2[N:12]=[CH:13][C:14]([C:16]3[CH:17]=[CH:18][C:19]([C:20]([N:35]4[CH2:36][CH2:37][N:32]([CH3:31])[CH2:33][CH2:34]4)=[O:22])=[CH:23][CH:24]=3)=[CH:15][C:6]1=2. Given the reactants [Cl:1][C:2]1[C:28]([F:29])=[CH:27][CH:26]=[C:25]([F:30])[C:3]=1[CH2:4][N:5]1[C:10](=[O:11])[CH2:9][NH:8][C:7]2[N:12]=[CH:13][C:14]([C:16]3[CH:24]=[CH:23][C:19]([C:20]([OH:22])=O)=[CH:18][CH:17]=3)=[CH:15][C:6]1=2.[CH3:31][N:32]1[CH2:37][CH2:36][NH:35][CH2:34][CH2:33]1, predict the reaction product.